Dataset: Forward reaction prediction with 1.9M reactions from USPTO patents (1976-2016). Task: Predict the product of the given reaction. (1) The product is: [NH:1]1[C:9]2[C:4](=[C:5]([NH:10][C:11]3[C:12]4[C:23](=[O:24])[NH:22][CH:21]=[CH:20][C:13]=4[N:14]=[C:15]([S:17][CH3:19])[N:16]=3)[CH:6]=[CH:7][CH:8]=2)[CH:3]=[CH:2]1. Given the reactants [NH:1]1[C:9]2[C:4](=[C:5]([NH:10][C:11]3[C:12]4[C:23](=[O:24])[NH:22][CH:21]=[CH:20][C:13]=4[N:14]=[C:15]([S:17]([CH3:19])=O)[N:16]=3)[CH:6]=[CH:7][CH:8]=2)[CH:3]=[CH:2]1.[C@@H]1(N)CCCC[C@@H]1N, predict the reaction product. (2) Given the reactants [F:1][C:2]([F:14])([F:13])[C:3]1[CH:4]=[C:5]([NH:9][C:10]([NH2:12])=[S:11])[CH:6]=[CH:7][CH:8]=1.[C:15]([C:17]1[CH:24]=[CH:23][C:20]([CH:21]=O)=[CH:19][CH:18]=1)#[N:16].O=[C:26]([CH3:31])[CH2:27][C:28]([NH2:30])=[O:29], predict the reaction product. The product is: [C:15]([C:17]1[CH:24]=[CH:23][C:20]([CH:21]2[C:27]([C:28]([NH2:30])=[O:29])=[C:26]([CH3:31])[N:9]([C:5]3[CH:6]=[CH:7][CH:8]=[C:3]([C:2]([F:1])([F:13])[F:14])[CH:4]=3)[C:10](=[S:11])[NH:12]2)=[CH:19][CH:18]=1)#[N:16].